From a dataset of Full USPTO retrosynthesis dataset with 1.9M reactions from patents (1976-2016). Predict the reactants needed to synthesize the given product. (1) The reactants are: [CH3:1][O:2][C:3](=[O:12])[C:4]1[CH:9]=[CH:8][CH:7]=[C:6]([F:10])[C:5]=1[CH3:11].[Br:13]N1C(=O)CCC1=O. Given the product [CH3:1][O:2][C:3](=[O:12])[C:4]1[CH:9]=[CH:8][CH:7]=[C:6]([F:10])[C:5]=1[CH2:11][Br:13], predict the reactants needed to synthesize it. (2) Given the product [CH:1]1([CH:7]([NH:20][C:21]2[CH:22]=[CH:23][C:24]([C:27]([N:29]([CH3:37])[CH2:30][CH2:31][C:32]([OH:34])=[O:33])=[O:28])=[CH:25][CH:26]=2)[C:8]2[N:12]([CH3:13])[C:11]3[CH:14]=[C:15]([O:18][CH3:19])[CH:16]=[CH:17][C:10]=3[N:9]=2)[CH2:6][CH2:5][CH2:4][CH2:3][CH2:2]1, predict the reactants needed to synthesize it. The reactants are: [CH:1]1([CH:7]([NH:20][C:21]2[CH:26]=[CH:25][C:24]([C:27]([N:29]([CH3:37])[CH2:30][CH2:31][C:32]([O:34]CC)=[O:33])=[O:28])=[CH:23][CH:22]=2)[C:8]2[N:12]([CH3:13])[C:11]3[CH:14]=[C:15]([O:18][CH3:19])[CH:16]=[CH:17][C:10]=3[N:9]=2)[CH2:6][CH2:5][CH2:4][CH2:3][CH2:2]1.O1CCCC1.[OH-].[Na+]. (3) Given the product [F:1][C:2]1[CH:7]=[CH:6][C:5]([S:8][C:9]2[CH:14]=[CH:13][C:12](=[O:15])[NH:11][N:10]=2)=[CH:4][CH:3]=1, predict the reactants needed to synthesize it. The reactants are: [F:1][C:2]1[CH:7]=[CH:6][C:5]([S:8][C:9]2[N:10]=[N:11][C:12]([O:15]C)=[CH:13][CH:14]=2)=[CH:4][CH:3]=1.Cl. (4) Given the product [C:28]([O:27][C:25]([N:8]1[CH2:13][CH2:12][C:11]2[N:14]=[CH:15][S:16][C:10]=2[CH2:9]1)=[O:26])([CH3:29])([CH3:30])[CH3:31], predict the reactants needed to synthesize it. The reactants are: [OH-].[Na+].C(OC([N:8]1[CH2:13][CH2:12][C:11]2[N:14]=[CH:15][S:16][C:10]=2[CH2:9]1)=O)C.[C:25](O[C:25]([O:27][C:28]([CH3:31])([CH3:30])[CH3:29])=[O:26])([O:27][C:28]([CH3:31])([CH3:30])[CH3:29])=[O:26].Cl.